This data is from NCI-60 drug combinations with 297,098 pairs across 59 cell lines. The task is: Regression. Given two drug SMILES strings and cell line genomic features, predict the synergy score measuring deviation from expected non-interaction effect. (1) Drug 1: CCC1(CC2CC(C3=C(CCN(C2)C1)C4=CC=CC=C4N3)(C5=C(C=C6C(=C5)C78CCN9C7C(C=CC9)(C(C(C8N6C)(C(=O)OC)O)OC(=O)C)CC)OC)C(=O)OC)O.OS(=O)(=O)O. Drug 2: CC=C1C(=O)NC(C(=O)OC2CC(=O)NC(C(=O)NC(CSSCCC=C2)C(=O)N1)C(C)C)C(C)C. Cell line: KM12. Synergy scores: CSS=44.2, Synergy_ZIP=0.890, Synergy_Bliss=-0.287, Synergy_Loewe=-41.6, Synergy_HSA=-2.16. (2) Drug 1: CN1CCC(CC1)COC2=C(C=C3C(=C2)N=CN=C3NC4=C(C=C(C=C4)Br)F)OC. Drug 2: CC1C(C(CC(O1)OC2CC(OC(C2O)C)OC3=CC4=CC5=C(C(=O)C(C(C5)C(C(=O)C(C(C)O)O)OC)OC6CC(C(C(O6)C)O)OC7CC(C(C(O7)C)O)OC8CC(C(C(O8)C)O)(C)O)C(=C4C(=C3C)O)O)O)O. Cell line: U251. Synergy scores: CSS=17.7, Synergy_ZIP=29.0, Synergy_Bliss=28.3, Synergy_Loewe=29.3, Synergy_HSA=29.1. (3) Drug 1: CC1=CC2C(CCC3(C2CCC3(C(=O)C)OC(=O)C)C)C4(C1=CC(=O)CC4)C. Drug 2: COCCOC1=C(C=C2C(=C1)C(=NC=N2)NC3=CC=CC(=C3)C#C)OCCOC.Cl. Cell line: NCI-H322M. Synergy scores: CSS=21.0, Synergy_ZIP=5.01, Synergy_Bliss=5.43, Synergy_Loewe=-23.9, Synergy_HSA=2.05. (4) Drug 1: CCC1=C2CN3C(=CC4=C(C3=O)COC(=O)C4(CC)O)C2=NC5=C1C=C(C=C5)O. Drug 2: C1C(C(OC1N2C=NC3=C2NC=NCC3O)CO)O. Cell line: SNB-19. Synergy scores: CSS=49.4, Synergy_ZIP=5.54, Synergy_Bliss=4.84, Synergy_Loewe=-59.8, Synergy_HSA=5.70. (5) Drug 1: CC(C1=C(C=CC(=C1Cl)F)Cl)OC2=C(N=CC(=C2)C3=CN(N=C3)C4CCNCC4)N. Drug 2: C1CN(CCN1C(=O)CCBr)C(=O)CCBr. Cell line: IGROV1. Synergy scores: CSS=11.3, Synergy_ZIP=-7.92, Synergy_Bliss=-6.39, Synergy_Loewe=-6.52, Synergy_HSA=-5.77. (6) Drug 1: CC(C)CN1C=NC2=C1C3=CC=CC=C3N=C2N. Drug 2: N.N.Cl[Pt+2]Cl. Cell line: UACC-257. Synergy scores: CSS=26.6, Synergy_ZIP=-4.60, Synergy_Bliss=0.00583, Synergy_Loewe=-2.06, Synergy_HSA=-2.19. (7) Drug 1: C1CN1C2=NC(=NC(=N2)N3CC3)N4CC4. Drug 2: C1=CC(=CC=C1CC(C(=O)O)N)N(CCCl)CCCl.Cl. Cell line: PC-3. Synergy scores: CSS=20.6, Synergy_ZIP=-4.26, Synergy_Bliss=-3.07, Synergy_Loewe=0.0414, Synergy_HSA=1.79.